From a dataset of Reaction yield outcomes from USPTO patents with 853,638 reactions. Predict the reaction yield, written as a fraction of the theoretical maximum amount of product (1.0 means a 100% yield; for example, 0.34 means a 34% yield). (1) The reactants are [C:1]([NH:4][C:5]1[CH:6]=[C:7]([O:11][C:12](=[O:14])[CH3:13])[CH:8]=[CH:9][CH:10]=1)(=[O:3])[CH3:2].[N+:15]([O-])([OH:17])=[O:16]. No catalyst specified. The product is [C:1]([NH:4][C:5]1[CH:10]=[CH:9][C:8]([N+:15]([O-:17])=[O:16])=[C:7]([O:11][C:12](=[O:14])[CH3:13])[CH:6]=1)(=[O:3])[CH3:2]. The yield is 0.770. (2) The reactants are [Br:1][C:2]1[C:6]2[C:7](Cl)=[N:8][CH:9]=[CH:10][C:5]=2[O:4][CH:3]=1.[OH-].[NH4+:13]. The catalyst is O1CCOCC1. The product is [Br:1][C:2]1[C:6]2[C:7]([NH2:13])=[N:8][CH:9]=[CH:10][C:5]=2[O:4][CH:3]=1. The yield is 0.710.